From a dataset of Reaction yield outcomes from USPTO patents with 853,638 reactions. Predict the reaction yield, written as a fraction of the theoretical maximum amount of product (1.0 means a 100% yield; for example, 0.34 means a 34% yield). (1) The reactants are [F:1][C:2]1[C:10]([O:11][CH2:12][C:13]2[CH2:14][C:15]3[C:20]([CH:21]=2)=[CH:19][C:18](B2OC(C)(C)C(C)(C)O2)=[CH:17][CH:16]=3)=[CH:9][CH:8]=[C:7]([F:31])[C:3]=1[C:4]([NH2:6])=[O:5].[C:32]1(OS(C(F)(F)F)(=O)=O)[CH2:37][CH2:36][CH2:35][CH2:34][CH:33]=1.P([O-])([O-])([O-])=O.[K+].[K+].[K+]. The catalyst is CN(C=O)C.O. The product is [C:32]1([C:18]2[CH:19]=[C:20]3[C:15](=[CH:16][CH:17]=2)[CH2:14][C:13]([CH2:12][O:11][C:10]2[C:2]([F:1])=[C:3]([C:7]([F:31])=[CH:8][CH:9]=2)[C:4]([NH2:6])=[O:5])=[CH:21]3)[CH2:37][CH2:36][CH2:35][CH2:34][CH:33]=1. The yield is 0.190. (2) The reactants are [CH2:1]([C:5]1[N:6]=[C:7]([CH3:34])[N:8]([C:27]2[CH:32]=[CH:31][C:30]([OH:33])=[CH:29][CH:28]=2)[C:9](=[O:26])[C:10]=1[CH2:11][C:12]1[CH:17]=[CH:16][C:15]([C:18]2[C:19]([C:24]#[N:25])=[CH:20][CH:21]=[CH:22][CH:23]=2)=[CH:14][CH:13]=1)[CH2:2][CH2:3][CH3:4].Br[C:36]([CH3:43])([CH3:42])[C:37]([O:39][CH2:40][CH3:41])=[O:38].C(=O)([O-])[O-].[Cs+].[Cs+]. The catalyst is CC(N(C)C)=O.C(OCC)(=O)C. The product is [CH2:1]([C:5]1[N:6]=[C:7]([CH3:34])[N:8]([C:27]2[CH:32]=[CH:31][C:30]([O:33][C:36]([CH3:43])([CH3:42])[C:37]([O:39][CH2:40][CH3:41])=[O:38])=[CH:29][CH:28]=2)[C:9](=[O:26])[C:10]=1[CH2:11][C:12]1[CH:13]=[CH:14][C:15]([C:18]2[CH:23]=[CH:22][CH:21]=[CH:20][C:19]=2[C:24]#[N:25])=[CH:16][CH:17]=1)[CH2:2][CH2:3][CH3:4]. The yield is 0.740. (3) The catalyst is CN(C=O)C.O. The product is [CH:55]1([C:36]2[C:35]3[CH:34]=[CH:33][C:32]([C:30]([O:29][C:25]([CH3:26])([CH3:27])[CH3:28])=[O:31])=[CH:54][C:53]=3[N:38]3[CH2:39][C:40]([C:50]([N:71]4[CH:66]5[CH2:67][CH2:68][CH:69]4[CH2:70][N:64]([CH3:63])[CH2:65]5)=[O:52])=[CH:41][C:42]4[CH:47]=[C:46]([O:48][CH3:49])[CH:45]=[CH:44][C:43]=4[C:37]=23)[CH2:56][CH2:57][CH2:58][CH2:59][CH2:60]1. The reactants are CN(C(ON1N=NC2C=CC=NC1=2)=[N+](C)C)C.F[P-](F)(F)(F)(F)F.[C:25]([O:29][C:30]([C:32]1[CH:33]=[CH:34][C:35]2[C:36]([CH:55]3[CH2:60][CH2:59][CH2:58][CH2:57][CH2:56]3)=[C:37]3[C:43]4[CH:44]=[CH:45][C:46]([O:48][CH3:49])=[CH:47][C:42]=4[CH:41]=[C:40]([C:50]([OH:52])=O)[CH2:39][N:38]3[C:53]=2[CH:54]=1)=[O:31])([CH3:28])([CH3:27])[CH3:26].Cl.Cl.[CH3:63][N:64]1[CH2:70][CH:69]2[NH:71][CH:66]([CH2:67][CH2:68]2)[CH2:65]1. The yield is 0.950. (4) The reactants are [NH2:1][C:2]1[N:10]=[CH:9][N:8]=[C:7]2[C:3]=1[N:4]([C:24]1[CH:29]=[CH:28][C:27]([O:30][C:31]3[CH:36]=[CH:35][CH:34]=[CH:33][CH:32]=3)=[CH:26][CH:25]=1)[C:5](=[O:23])[N:6]2[C:11]1[CH:12]=[C:13]([CH:20]=[CH:21][CH:22]=1)[C:14](N(OC)C)=[O:15].CC(C[AlH]CC(C)C)C. The catalyst is C1COCC1. The product is [NH2:1][C:2]1[N:10]=[CH:9][N:8]=[C:7]2[C:3]=1[N:4]([C:24]1[CH:29]=[CH:28][C:27]([O:30][C:31]3[CH:36]=[CH:35][CH:34]=[CH:33][CH:32]=3)=[CH:26][CH:25]=1)[C:5](=[O:23])[N:6]2[C:11]1[CH:12]=[C:13]([CH:20]=[CH:21][CH:22]=1)[CH:14]=[O:15]. The yield is 0.950. (5) The reactants are [CH3:1][C:2]([C:6]1[CH:11]=[CH:10][C:9]([N+:12]([O-:14])=[O:13])=[CH:8][CH:7]=1)([CH3:5])[CH2:3][NH2:4].[OH-].[Na+].[CH3:17][C:18]([O:21][C:22](O[C:22]([O:21][C:18]([CH3:20])([CH3:19])[CH3:17])=[O:23])=[O:23])([CH3:20])[CH3:19].OS([O-])(=O)=O.[K+]. The catalyst is O1CCOCC1.O. The product is [CH3:5][C:2]([C:6]1[CH:11]=[CH:10][C:9]([N+:12]([O-:14])=[O:13])=[CH:8][CH:7]=1)([CH3:1])[CH2:3][NH:4][C:22](=[O:23])[O:21][C:18]([CH3:20])([CH3:19])[CH3:17]. The yield is 0.800. (6) The reactants are Br[C:2]1[CH:3]=[C:4]([O:24][CH3:25])[CH:5]=[C:6]2[C:11]=1[N:10]=[C:9]([C:12]([OH:14])=O)[CH:8]=[C:7]2[O:15][CH2:16][O:17][CH2:18][CH2:19][Si:20]([CH3:23])([CH3:22])[CH3:21].[N:26]1([C:32]2[CH:37]=[CH:36][C:35]([NH-:38])=[CH:34][CH:33]=2)[CH2:31][CH2:30][O:29][CH2:28][CH2:27]1.[CH3:39][N:40]1[CH2:46][CH2:45][CH2:44][NH:43][CH2:42][CH2:41]1.C1C=CC(P(C2C(C3C(P(C4C=CC=CC=4)C4C=CC=CC=4)=CC=C4C=3C=CC=C4)=C3C(C=CC=C3)=CC=2)C2C=CC=CC=2)=CC=1.C(=O)([O-])[O-].[Cs+].[Cs+]. The catalyst is C1(C)C=CC=CC=1. The product is [N:26]1([C:32]2[CH:33]=[CH:34][C:35]([NH:38][C:12]([C:9]3[CH:8]=[C:7]([O:15][CH2:16][O:17][CH2:18][CH2:19][Si:20]([CH3:23])([CH3:22])[CH3:21])[C:6]4[C:11](=[C:2]([N:43]5[CH2:44][CH2:45][CH2:46][N:40]([CH3:39])[CH2:41][CH2:42]5)[CH:3]=[C:4]([O:24][CH3:25])[CH:5]=4)[N:10]=3)=[O:14])=[CH:36][CH:37]=2)[CH2:27][CH2:28][O:29][CH2:30][CH2:31]1. The yield is 0.810. (7) The reactants are C[Si](S[Si](C)(C)C)(C)C.[Si](O[S:15]([C:18](F)(F)F)(=O)=O)(C)(C)C.[CH2:22]1[O:28][C@@H]2[O:29][C@H:23]1[C@@H:24]([OH:32])[C@H:25]([OH:31])[C@H:26]2[OH:30]. The catalyst is C(Cl)Cl. The product is [C@H:18]1([SH:15])[O:31][C@H:25]([CH2:26][OH:30])[C@@H:24]([OH:32])[C@H:23]([OH:29])[C@H:22]1[OH:28]. The yield is 0.900.